Dataset: Retrosynthesis with 50K atom-mapped reactions and 10 reaction types from USPTO. Task: Predict the reactants needed to synthesize the given product. (1) Given the product CN(C)c1ccc2cc(C=C(C#N)C#N)c([Si](C)(C)C(C)(C)C)cc2c1, predict the reactants needed to synthesize it. The reactants are: CN(C)c1ccc2cc(C=O)c([Si](C)(C)C(C)(C)C)cc2c1.N#CCC#N. (2) Given the product Cc1cc2c(NCCc3ccc4c(c3)OCCO4)nc(-c3cccnc3)nc2s1, predict the reactants needed to synthesize it. The reactants are: Cc1cc2c(Cl)nc(-c3cccnc3)nc2s1.NCCc1ccc2c(c1)OCCO2. (3) Given the product O=C(Cc1ccc(OCc2ccccc2)cc1)Nc1ccc2cnn(CCN3CCCC3)c2c1, predict the reactants needed to synthesize it. The reactants are: Nc1ccc2cnn(CCN3CCCC3)c2c1.O=C(O)Cc1ccc(OCc2ccccc2)cc1. (4) Given the product COc1ccc(Cn2cc(C(=O)O)c(C(F)(F)F)n2)cc1, predict the reactants needed to synthesize it. The reactants are: CCOC(=O)c1cn(Cc2ccc(OC)cc2)nc1C(F)(F)F. (5) Given the product Fc1cccnc1N1CCNCC1, predict the reactants needed to synthesize it. The reactants are: C1CNCCN1.Fc1cccnc1Cl. (6) Given the product CON(C)C(=O)CCC1CCN(C(=O)OC(C)(C)C)CC1, predict the reactants needed to synthesize it. The reactants are: CC(C)(C)OC(=O)N1CCC(CCC(=O)O)CC1.CNOC. (7) The reactants are: CS(N)(=O)=O.C[C@@H](c1cc(Cl)cc(Cl)c1)N1CCC(COc2cc(F)c(C(=O)O)cc2Cl)CC1. Given the product O=C(O)C(F)(F)F, predict the reactants needed to synthesize it.